The task is: Predict the reactants needed to synthesize the given product.. This data is from Full USPTO retrosynthesis dataset with 1.9M reactions from patents (1976-2016). (1) Given the product [OH:27][CH:24]1[CH2:25][CH2:26][N:22]([C:3]2[C:2]([C:33]3[CH:34]=[N:35][C:30]([C:29]([F:40])([F:39])[F:28])=[CH:31][CH:32]=3)=[CH:21][C:6]([C:7]([NH:9][C:10]3[CH:15]=[CH:14][C:13]([O:16][C:17]([F:20])([F:19])[F:18])=[CH:12][CH:11]=3)=[O:8])=[CH:5][N:4]=2)[CH2:23]1, predict the reactants needed to synthesize it. The reactants are: Br[C:2]1[C:3]([N:22]2[CH2:26][CH2:25][CH:24]([OH:27])[CH2:23]2)=[N:4][CH:5]=[C:6]([CH:21]=1)[C:7]([NH:9][C:10]1[CH:15]=[CH:14][C:13]([O:16][C:17]([F:20])([F:19])[F:18])=[CH:12][CH:11]=1)=[O:8].[F:28][C:29]([F:40])([F:39])[C:30]1[N:35]=[CH:34][C:33](B(O)O)=[CH:32][CH:31]=1. (2) Given the product [C:35]([O:34][C:33](=[O:39])[NH:32][C@@H:27]1[CH2:28][CH2:29][CH2:30][CH2:31][C@@H:26]1[NH:25][C:21]1[N:22]=[CH:23][C:18]2[S:17][CH:16]=[C:15]([C:13](=[O:14])[NH:12][C:6]3[C:5]4[C:9](=[CH:10][C:2]([F:1])=[CH:3][CH:4]=4)[N:8]([CH3:11])[N:7]=3)[C:19]=2[N:20]=1)([CH3:38])([CH3:36])[CH3:37], predict the reactants needed to synthesize it. The reactants are: [F:1][C:2]1[CH:10]=[C:9]2[C:5]([C:6]([NH:12][C:13]([C:15]3[C:19]4[N:20]=[C:21](Cl)[N:22]=[CH:23][C:18]=4[S:17][CH:16]=3)=[O:14])=[N:7][N:8]2[CH3:11])=[CH:4][CH:3]=1.[NH2:25][CH:26]1[CH2:31][CH2:30][CH2:29][CH2:28][CH:27]1[NH:32][C:33](=[O:39])[O:34][C:35]([CH3:38])([CH3:37])[CH3:36].C(N(C(C)C)CC)(C)C. (3) Given the product [CH2:17]([C:14]1[S:33][C:11]([C:8]2[S:7][C:6]([Sn:5]([CH2:27][CH2:28][CH2:29][CH3:30])([CH2:23][CH2:24][CH2:25][CH3:26])[CH2:1][CH2:2][CH2:3][CH3:4])=[CH:10][CH:9]=2)=[CH:12][CH:13]=1)[CH2:18][CH2:19][CH2:20][CH2:21][CH3:22], predict the reactants needed to synthesize it. The reactants are: [CH2:1]([Sn:5]([CH2:27][CH2:28][CH2:29][CH3:30])([CH2:23][CH2:24][CH2:25][CH3:26])[C:6]1[S:7][C:8]([C:11]2C=C[C:14]([CH2:17][CH2:18][CH2:19][CH2:20][CH2:21][CH3:22])=[CH:13][CH:12]=2)=[CH:9][CH:10]=1)[CH2:2][CH2:3][CH3:4].BrC1[S:33]C(Br)=CC=1. (4) Given the product [OH:8][C:9]1[C:10]([CH3:40])=[CH:11][C:12]([C:13]([C:15]2[N:20]=[CH:19][N:18]=[C:17]([N:21]3[CH2:26][CH2:25][CH:24]([N:27]4[C:35]5[C:30](=[N:31][CH:32]=[CH:33][CH:34]=5)[NH:29][C:28]4=[O:36])[CH2:23][CH2:22]3)[CH:16]=2)=[O:14])=[CH:37][C:38]=1[CH3:39], predict the reactants needed to synthesize it. The reactants are: C([O:8][C:9]1[C:38]([CH3:39])=[CH:37][C:12]([C:13]([C:15]2[N:20]=[CH:19][N:18]=[C:17]([N:21]3[CH2:26][CH2:25][CH:24]([N:27]4[C:35]5[C:30](=[N:31][CH:32]=[CH:33][CH:34]=5)[NH:29][C:28]4=[O:36])[CH2:23][CH2:22]3)[CH:16]=2)=[O:14])=[CH:11][C:10]=1[CH3:40])C1C=CC=CC=1.[H][H]. (5) Given the product [C:12]([O:15][CH:11]([O:15][C:12](=[O:14])[CH3:13])[C:1]1[CH:2]=[CH:3][C:4]([S:7]([Cl:10])(=[O:9])=[O:8])=[CH:5][CH:6]=1)(=[O:14])[CH3:13], predict the reactants needed to synthesize it. The reactants are: [C:1]1([CH3:11])[CH:6]=[CH:5][C:4]([S:7]([Cl:10])(=[O:9])=[O:8])=[CH:3][CH:2]=1.[C:12]([OH:15])(=[O:14])[CH3:13].S(=O)(=O)(O)O. (6) Given the product [CH:45]1([C@H:2]([NH:1][C:58]([C@@H:54]2[CH2:55][CH2:56][CH2:57][N:53]2[CH2:51][CH3:52])=[O:59])[C:3]([NH:5][C@@H:6]([C:41]([CH3:42])([CH3:44])[CH3:43])[C:7]([N:9]2[C@H:20]([C:21]([NH:23][C@:24]3([C:29](=[O:40])[NH:30][S:31]([C:34]4([CH2:37][CH2:38][CH3:39])[CH2:36][CH2:35]4)(=[O:32])=[O:33])[CH2:26][C@H:25]3[CH:27]=[CH2:28])=[O:22])[CH2:19][C@:11]3([C:16]([CH3:18])([CH3:17])[C:12]43[CH2:13][CH2:14][CH2:15]4)[CH2:10]2)=[O:8])=[O:4])[CH2:50][CH2:49][CH2:48][CH2:47][CH2:46]1, predict the reactants needed to synthesize it. The reactants are: [NH2:1][C@@H:2]([CH:45]1[CH2:50][CH2:49][CH2:48][CH2:47][CH2:46]1)[C:3]([NH:5][C@@H:6]([C:41]([CH3:44])([CH3:43])[CH3:42])[C:7]([N:9]1[C@H:20]([C:21]([NH:23][C@:24]2([C:29](=[O:40])[NH:30][S:31]([C:34]3([CH2:37][CH2:38][CH3:39])[CH2:36][CH2:35]3)(=[O:33])=[O:32])[CH2:26][C@H:25]2[CH:27]=[CH2:28])=[O:22])[CH2:19][C@:11]2([C:16]([CH3:18])([CH3:17])[C:12]32[CH2:15][CH2:14][CH2:13]3)[CH2:10]1)=[O:8])=[O:4].[CH2:51]([N:53]1[CH2:57][CH2:56][CH2:55][C@H:54]1[C:58](O)=[O:59])[CH3:52].CN(C(ON1N=NC2C=CC=NC1=2)=[N+](C)C)C.F[P-](F)(F)(F)(F)F.CCN(C(C)C)C(C)C.